From a dataset of Peptide-MHC class II binding affinity with 134,281 pairs from IEDB. Regression. Given a peptide amino acid sequence and an MHC pseudo amino acid sequence, predict their binding affinity value. This is MHC class II binding data. (1) The peptide sequence is FETNVSHNVQGATVA. The MHC is DRB1_0405 with pseudo-sequence DRB1_0405. The binding affinity (normalized) is 0.0496. (2) The peptide sequence is ARMWIQAATTMASYQ. The MHC is DRB1_0401 with pseudo-sequence DRB1_0401. The binding affinity (normalized) is 0.0576. (3) The peptide sequence is KILTYPWDRIEEVTR. The MHC is HLA-DQA10601-DQB10402 with pseudo-sequence HLA-DQA10601-DQB10402. The binding affinity (normalized) is 0.364. (4) The peptide sequence is GGRLAFQEFMIVPCE. The MHC is HLA-DQA10501-DQB10201 with pseudo-sequence HLA-DQA10501-DQB10201. The binding affinity (normalized) is 0.473. (5) The MHC is DRB1_1101 with pseudo-sequence DRB1_1101. The peptide sequence is SQVHIRRPGGAGRDG. The binding affinity (normalized) is 0.370. (6) The peptide sequence is GLAFQEMENFLGPIA. The MHC is HLA-DQA10102-DQB10501 with pseudo-sequence HLA-DQA10102-DQB10501. The binding affinity (normalized) is 0.778. (7) The peptide sequence is NSYSGVEGEGLHKLGYI. The MHC is DRB1_0901 with pseudo-sequence DRB1_0901. The binding affinity (normalized) is 0.458. (8) The peptide sequence is GPVTILNWSFVRNDQ. The MHC is HLA-DQA10102-DQB10602 with pseudo-sequence HLA-DQA10102-DQB10602. The binding affinity (normalized) is 0.409.